From a dataset of Forward reaction prediction with 1.9M reactions from USPTO patents (1976-2016). Predict the product of the given reaction. (1) Given the reactants [Br:1][C:2]1[CH:3]=[C:4]2[C:9](=[CH:10][CH:11]=1)[N:8]=[CH:7][C:6]([C:12]1[CH:13]=[N:14][N:15]([CH3:17])[CH:16]=1)=[C:5]2Cl.[F-:19].[Cs+].CS(C)=O, predict the reaction product. The product is: [Br:1][C:2]1[CH:3]=[C:4]2[C:9](=[CH:10][CH:11]=1)[N:8]=[CH:7][C:6]([C:12]1[CH:13]=[N:14][N:15]([CH3:17])[CH:16]=1)=[C:5]2[F:19]. (2) Given the reactants CC1C=CC(S(O[CH2:12][CH:13]2[CH2:17][C:16]3[CH:18]=[CH:19][CH:20]=[C:21]([C:22]4[CH:27]=[C:26]([CH3:28])[CH:25]=[CH:24][C:23]=4[CH3:29])[C:15]=3[O:14]2)(=O)=O)=CC=1.[CH3:30][NH2:31], predict the reaction product. The product is: [CH3:30][NH:31][CH2:12][CH:13]1[CH2:17][C:16]2[CH:18]=[CH:19][CH:20]=[C:21]([C:22]3[CH:27]=[C:26]([CH3:28])[CH:25]=[CH:24][C:23]=3[CH3:29])[C:15]=2[O:14]1.